The task is: Predict the reaction yield, written as a fraction of the theoretical maximum amount of product (1.0 means a 100% yield; for example, 0.34 means a 34% yield).. This data is from Reaction yield outcomes from USPTO patents with 853,638 reactions. (1) The reactants are P(Cl)(Cl)(Cl)=O.[C:6]([C:9]1[CH:10]=[CH:11][C:12]([O:18][CH2:19][C:20]2[CH:25]=[CH:24][CH:23]=[CH:22][CH:21]=2)=[C:13]([CH:17]=1)[C:14]([OH:16])=O)(=[O:8])[CH3:7].[F:26][C:27]([F:40])([F:39])[C:28]1[CH:29]=[C:30]([CH:32]=[C:33]([C:35]([F:38])([F:37])[F:36])[CH:34]=1)[NH2:31].N1C=CC=CC=1.Cl. The catalyst is O1CCCC1.ClCCl. The product is [C:6]([C:9]1[CH:10]=[CH:11][C:12]([O:18][CH2:19][C:20]2[CH:25]=[CH:24][CH:23]=[CH:22][CH:21]=2)=[C:13]([CH:17]=1)[C:14]([NH:31][C:30]1[CH:32]=[C:33]([C:35]([F:36])([F:37])[F:38])[CH:34]=[C:28]([C:27]([F:26])([F:39])[F:40])[CH:29]=1)=[O:16])(=[O:8])[CH3:7]. The yield is 0.631. (2) The reactants are COC(=O)CC1CCN(C(OC(C)(C)C)=O)CC1.C(C1C=NC=CC=1[CH2:27][C:28]([CH3:33])([CH3:32])[C:29]([NH2:31])=[O:30])=O.[OH:34][CH:35]([C:54]1[C:55](NC(=O)C(C)(C)C)=[N:56][CH:57]=[CH:58][CH:59]=1)[CH:36]([CH:41]1[CH2:46][CH2:45][N:44]([C:47]([O:49][C:50]([CH3:53])([CH3:52])[CH3:51])=[O:48])[CH2:43][CH2:42]1)[C:37]([O:39][CH3:40])=[O:38]. No catalyst specified. The product is [OH:34][CH:35]([C:54]1[CH:55]=[N:56][CH:57]=[CH:58][C:59]=1[NH:31][C:29](=[O:30])[C:28]([CH3:33])([CH3:32])[CH3:27])[CH:36]([CH:41]1[CH2:42][CH2:43][N:44]([C:47]([O:49][C:50]([CH3:51])([CH3:53])[CH3:52])=[O:48])[CH2:45][CH2:46]1)[C:37]([O:39][CH3:40])=[O:38]. The yield is 0.540. (3) The reactants are [CH3:1][C:2]1([CH3:14])[C:6]([CH3:8])([CH3:7])[O:5][B:4]([C:9]2[CH:10]=[N:11][NH:12][CH:13]=2)[O:3]1.S(OC)(O[CH2:19][C:20]1([CH2:24][O:25][CH2:26][C:27]2[CH:32]=[CH:31][CH:30]=[CH:29][CH:28]=2)[CH2:23][O:22][CH2:21]1)(=O)=O.C(=O)([O-])[O-].[K+].[K+]. The catalyst is CN(C=O)C.CCOC(C)=O. The product is [CH2:26]([O:25][CH2:24][C:20]1([CH2:19][N:12]2[CH:13]=[C:9]([B:4]3[O:5][C:6]([CH3:7])([CH3:8])[C:2]([CH3:14])([CH3:1])[O:3]3)[CH:10]=[N:11]2)[CH2:23][O:22][CH2:21]1)[C:27]1[CH:32]=[CH:31][CH:30]=[CH:29][CH:28]=1. The yield is 0.840. (4) The reactants are [N:1]1[C:10]2[C:5](=[CH:6][CH:7]=[CH:8][C:9]=2[OH:11])[CH:4]=[CH:3][C:2]=1[OH:12].C([O-])([O-])=O.[K+].[K+].[CH2:19](Br)[C:20]1[CH:25]=[CH:24][CH:23]=[CH:22][CH:21]=1.CN(C=O)C. The catalyst is O. The product is [CH2:19]([O:11][C:9]1[CH:8]=[CH:7][CH:6]=[C:5]2[C:10]=1[N:1]=[C:2]([OH:12])[CH:3]=[CH:4]2)[C:20]1[CH:25]=[CH:24][CH:23]=[CH:22][CH:21]=1. The yield is 0.850. (5) The reactants are [ClH:1].C([S:5][CH:6]1[CH2:11][CH2:10][N:9]([CH:12]([C:18]2[CH:23]=[CH:22][CH:21]=[CH:20][C:19]=2[F:24])[C:13]([CH:15]2[CH2:17][CH2:16]2)=[O:14])[CH2:8]/[C:7]/1=[CH:25]\[C:26]1[N:30]([CH2:31][C:32]([O:34][CH3:35])=[O:33])[N:29]=[CH:28][N:27]=1)(=O)C.C(=O)([O-])[O-].[K+].[K+]. The catalyst is C(#N)C. The product is [ClH:1].[CH:15]1([C:13](=[O:14])[CH:12]([N:9]2[CH2:10][CH2:11][CH:6]([SH:5])/[C:7](=[CH:25]/[C:26]3[N:30]([CH2:31][C:32]([O:34][CH3:35])=[O:33])[N:29]=[CH:28][N:27]=3)/[CH2:8]2)[C:18]2[CH:23]=[CH:22][CH:21]=[CH:20][C:19]=2[F:24])[CH2:17][CH2:16]1. The yield is 0.640. (6) The reactants are [F:1][C:2]1[CH:35]=[CH:34][C:5]([CH2:6][N:7]2[C:15]3[CH:14]=[CH:13][CH:12]=[CH:11][C:10]=3[C:9]3[CH2:16][C@H:17]4[C:22](=[S:23])[N:21]([CH2:24][CH2:25][C:26]([O:28]C(C)(C)C)=[O:27])[C:20](=[O:33])[N:18]4[CH2:19][C:8]2=3)=[CH:4][CH:3]=1. The catalyst is C(OC(=O)C)C. The product is [F:1][C:2]1[CH:35]=[CH:34][C:5]([CH2:6][N:7]2[C:15]3[CH:14]=[CH:13][CH:12]=[CH:11][C:10]=3[C:9]3[CH2:16][C@H:17]4[C:22](=[S:23])[N:21]([CH2:24][CH2:25][C:26]([OH:28])=[O:27])[C:20](=[O:33])[N:18]4[CH2:19][C:8]2=3)=[CH:4][CH:3]=1. The yield is 0.340.